Dataset: HIV replication inhibition screening data with 41,000+ compounds from the AIDS Antiviral Screen. Task: Binary Classification. Given a drug SMILES string, predict its activity (active/inactive) in a high-throughput screening assay against a specified biological target. (1) The compound is COC(=O)C(=O)C(C(=O)C(=O)Nc1ccccc1[N+](=O)[O-])c1nc2ccc([N+](=O)[O-])cc2nc1O. The result is 0 (inactive). (2) The compound is CCN1CCC(O)(C=Cc2ccccc2)C(C(=O)C=Cc2ccccc2)C1.Cl. The result is 0 (inactive). (3) The result is 0 (inactive). The molecule is O=S(=O)(c1cc(Cl)ccc1Cl)N1CCN(S(=O)(=O)c2cc(Cl)ccc2Cl)CC1. (4) The compound is COc1ccc(C(=O)C(C(=O)CCC(=O)Nc2ccc(C)c(C)c2)c2ccc(OC)cc2)cc1. The result is 0 (inactive). (5) The drug is O=C(c1ccccc1)c1nc2ccc(Cl)cc2c2c1Cc1ccccc1-2. The result is 0 (inactive).